From a dataset of Catalyst prediction with 721,799 reactions and 888 catalyst types from USPTO. Predict which catalyst facilitates the given reaction. (1) Reactant: Br[C:2]1[CH:3]=[C:4]([CH:21]=[C:22]([CH:24]([O:26][CH3:27])[CH3:25])[CH:23]=1)[CH2:5][O:6][C:7]1[CH:12]=[CH:11][CH:10]=[CH:9][C:8]=1[CH2:13][C:14]([O:16][C:17]([CH3:20])([CH3:19])[CH3:18])=[O:15].[B:28]1([B:28]2[O:32][C:31]([CH3:34])([CH3:33])[C:30]([CH3:36])([CH3:35])[O:29]2)[O:32][C:31]([CH3:34])([CH3:33])[C:30]([CH3:36])([CH3:35])[O:29]1.C([O-])(=O)C.[K+].C(Cl)Cl. Product: [CH3:27][O:26][CH:24]([C:22]1[CH:21]=[C:4]([CH:3]=[C:2]([B:28]2[O:32][C:31]([CH3:34])([CH3:33])[C:30]([CH3:36])([CH3:35])[O:29]2)[CH:23]=1)[CH2:5][O:6][C:7]1[CH:12]=[CH:11][CH:10]=[CH:9][C:8]=1[CH2:13][C:14]([O:16][C:17]([CH3:20])([CH3:19])[CH3:18])=[O:15])[CH3:25]. The catalyst class is: 151. (2) Reactant: [NH2:1][CH2:2][CH2:3][NH:4][C:5](=[O:11])[O:6][C:7]([CH3:10])([CH3:9])[CH3:8].C(O)(=O)C.C(O[BH-](OC(=O)C)OC(=O)C)(=O)C.[Na+].C(=O)([O-])O.[Na+].[Cl:35][C:36]1[CH:37]=[C:38]([CH:41]=[CH:42][C:43]=1[Cl:44])[CH:39]=O. Product: [Cl:35][C:36]1[CH:37]=[C:38]([CH:41]=[CH:42][C:43]=1[Cl:44])[CH2:39][NH:1][CH2:2][CH2:3][NH:4][C:5](=[O:11])[O:6][C:7]([CH3:8])([CH3:10])[CH3:9]. The catalyst class is: 22.